This data is from Full USPTO retrosynthesis dataset with 1.9M reactions from patents (1976-2016). The task is: Predict the reactants needed to synthesize the given product. (1) Given the product [CH2:24]([C:26]1[S:30][CH:29]=[C:28]([C:31]([N:6]2[CH2:5][C:4]3([CH2:12][CH2:11][N:10]([CH2:13][C:14]4[CH:19]=[CH:18][CH:17]=[C:16]([CH2:20][CH2:21][OH:22])[CH:15]=4)[CH2:9][CH2:8]3)[O:3][C:2]([CH3:23])([CH3:1])[CH2:7]2)=[O:32])[CH:27]=1)[CH3:25], predict the reactants needed to synthesize it. The reactants are: [CH3:1][C:2]1([CH3:23])[CH2:7][NH:6][CH2:5][C:4]2([CH2:12][CH2:11][N:10]([CH2:13][C:14]3[CH:15]=[C:16]([CH2:20][CH2:21][OH:22])[CH:17]=[CH:18][CH:19]=3)[CH2:9][CH2:8]2)[O:3]1.[CH2:24]([C:26]1[S:30][CH:29]=[C:28]([C:31](O)=[O:32])[CH:27]=1)[CH3:25]. (2) Given the product [F:7][C:8]1[CH:13]=[CH:12][C:11]([O:14][CH3:15])=[CH:10][C:9]=1[C:16]1[N:17]=[CH:18][C:19]([CH2:20][OH:21])=[CH:24][C:25]=1[O:26][CH2:27][CH:28]([CH3:30])[CH3:29], predict the reactants needed to synthesize it. The reactants are: [H-].[Al+3].[Li+].[H-].[H-].[H-].[F:7][C:8]1[CH:13]=[CH:12][C:11]([O:14][CH3:15])=[CH:10][C:9]=1[C:16]1[C:25]([O:26][CH2:27][CH:28]([CH3:30])[CH3:29])=[CH:24][C:19]([C:20](OC)=[O:21])=[CH:18][N:17]=1.O.[OH-].[Na+]. (3) Given the product [CH2:59]([C@:10]1([C:41]2[CH:46]=[C:45]([CH2:47][C:48]3[CH:49]=[CH:50][C:51]([CH2:54][CH3:55])=[CH:52][CH:53]=3)[C:44]([Cl:56])=[CH:43][C:42]=2[O:57][CH3:58])[C@H:9]([O:8][CH2:1][C:2]2[CH:3]=[CH:4][CH:5]=[CH:6][CH:7]=2)[C@@H:14]([O:15][CH2:16][C:2]2[CH:7]=[CH:6][CH:5]=[CH:4][CH:3]=2)[C@H:13]([O:23][CH2:24][C:41]2[CH:46]=[CH:45][CH:44]=[CH:43][CH:42]=2)[C@@H:12]([CH2:31][O:32][CH2:33][C:48]2[CH:53]=[CH:52][CH:51]=[CH:50][CH:49]=2)[O:11]1)[CH:60]=[CH2:61], predict the reactants needed to synthesize it. The reactants are: [CH2:1]([O:8][C@@H:9]1[C@@H:14]([O:15][CH2:16]C2C=CC=CC=2)[C@H:13]([O:23][CH2:24]C2C=CC=CC=2)[C@@H:12]([CH2:31][O:32][CH2:33]C2C=CC=CC=2)[O:11][C@:10]1([C:41]1[CH:46]=[C:45]([CH2:47][C:48]2[CH:53]=[CH:52][C:51]([CH2:54][CH3:55])=[CH:50][CH:49]=2)[C:44]([Cl:56])=[CH:43][C:42]=1[O:57][CH3:58])O)[C:2]1[CH:7]=[CH:6][CH:5]=[CH:4][CH:3]=1.[CH2:59]([Si](C)(C)C)[CH:60]=[CH2:61]. (4) Given the product [Cl:1][C:2]1[CH:3]=[C:4]([F:17])[C:5]([NH:6][C:19]([O:21][CH3:22])=[O:20])=[CH:7][C:8]=1[O:9][C:10]1[CH:15]=[CH:14][CH:13]=[CH:12][C:11]=1[OH:16], predict the reactants needed to synthesize it. The reactants are: [Cl:1][C:2]1[C:8]([O:9][C:10]2[CH:15]=[CH:14][CH:13]=[CH:12][C:11]=2[OH:16])=[CH:7][C:5]([NH2:6])=[C:4]([F:17])[CH:3]=1.Cl[C:19]([O:21][CH3:22])=[O:20].CN(C)C1C=CC=CC=1.Cl. (5) Given the product [CH:2]1([C:6]2[CH:11]=[CH:10][CH:9]=[CH:8][C:7]=2[OH:12])[CH2:3][CH2:4][CH2:5]1, predict the reactants needed to synthesize it. The reactants are: Cl.[CH:2]1([C:6]2[CH:11]=[CH:10][CH:9]=[CH:8][C:7]=2[O:12]COC)[CH2:5][CH2:4][CH2:3]1.CCOC(C)=O. (6) Given the product [Cl:1][C:2]1[C:7]([Cl:8])=[CH:6][N:5]=[C:4]2[NH:9][C:10]([C:12]3[CH:13]=[N:14][N:15]([CH3:17])[CH:16]=3)=[CH:11][C:3]=12, predict the reactants needed to synthesize it. The reactants are: [Cl:1][C:2]1[C:7]([Cl:8])=[CH:6][N:5]=[C:4]2[N:9](S(C3C=CC(C)=CC=3)(=O)=O)[C:10]([C:12]3[CH:13]=[N:14][N:15]([CH3:17])[CH:16]=3)=[CH:11][C:3]=12.[OH-].[Na+].Cl.O.